From a dataset of CYP1A2 inhibition data for predicting drug metabolism from PubChem BioAssay. Regression/Classification. Given a drug SMILES string, predict its absorption, distribution, metabolism, or excretion properties. Task type varies by dataset: regression for continuous measurements (e.g., permeability, clearance, half-life) or binary classification for categorical outcomes (e.g., BBB penetration, CYP inhibition). Dataset: cyp1a2_veith. (1) The drug is CSc1ccc(C#N)cc1NC(=O)c1cccc(Cl)c1. The result is 1 (inhibitor). (2) The drug is CCOC(=O)Nc1ccc2c(c1)OCO2. The result is 1 (inhibitor). (3) The drug is Cc1ccc(SCc2noc(C(=O)NCC3CCCO3)c2C(=O)O)cc1C. The result is 0 (non-inhibitor). (4) The compound is O=C(O)CCC(=O)N1CCc2cc(S(=O)(=O)N3CCCCC3)ccc21. The result is 0 (non-inhibitor). (5) The molecule is CCCc1ccc(-c2cc(C(=O)NN3CCOCC3)c3ccccc3n2)cc1. The result is 0 (non-inhibitor). (6) The drug is N#Cc1cccc(NC(=O)N2CCC3(CC2)CCN(C(=O)c2csnn2)CC3)c1. The result is 0 (non-inhibitor). (7) The drug is CO[C@@H]1COC(=O)[C@H](C)NC(=O)C/C=C\[C@@H](OC)[C@H](C)COC(=O)C/C=C\[C@H]1C. The result is 0 (non-inhibitor). (8) The drug is O=C(c1ccncc1)N1CCC2(CCCN(c3ccccc3)C2)CC1. The result is 1 (inhibitor). (9) The molecule is CN1CCCC2(CCN(C(=O)c3ccncc3)CC2)C1. The result is 0 (non-inhibitor).